From a dataset of Catalyst prediction with 721,799 reactions and 888 catalyst types from USPTO. Predict which catalyst facilitates the given reaction. Reactant: [CH2:1]([N:8]([CH2:20][C:21]1[CH:26]=[CH:25][CH:24]=[CH:23][CH:22]=1)[C:9]1[CH:14]=[CH:13][CH:12]=[C:11]([N+:15]([O-:17])=[O:16])[C:10]=1[CH2:18][OH:19])[C:2]1[CH:7]=[CH:6][CH:5]=[CH:4][CH:3]=1.[H-].[Na+].I[CH3:30]. Product: [CH2:20]([N:8]([CH2:1][C:2]1[CH:3]=[CH:4][CH:5]=[CH:6][CH:7]=1)[C:9]1[CH:14]=[CH:13][CH:12]=[C:11]([N+:15]([O-:17])=[O:16])[C:10]=1[CH2:18][O:19][CH3:30])[C:21]1[CH:26]=[CH:25][CH:24]=[CH:23][CH:22]=1. The catalyst class is: 9.